This data is from Full USPTO retrosynthesis dataset with 1.9M reactions from patents (1976-2016). The task is: Predict the reactants needed to synthesize the given product. (1) Given the product [Cl:1][C:2]1[N:7]=[C:6]([N:18]([CH:12]2[CH2:17][CH2:16][CH2:15][CH2:14][CH2:13]2)[C@@H:19]([C:21]([O:23][CH3:24])=[O:22])[CH3:20])[C:5]([N+:9]([O-:11])=[O:10])=[CH:4][N:3]=1, predict the reactants needed to synthesize it. The reactants are: [Cl:1][C:2]1[N:7]=[C:6](Cl)[C:5]([N+:9]([O-:11])=[O:10])=[CH:4][N:3]=1.[CH:12]1([NH:18][C@@H:19]([C:21]([O:23][CH3:24])=[O:22])[CH3:20])[CH2:17][CH2:16][CH2:15][CH2:14][CH2:13]1.C(=O)([O-])[O-].[K+].[K+]. (2) The reactants are: [C:1](OCC)(=[O:10])[CH:2]=[CH:3][CH2:4][C:5]([O:7][CH2:8][CH3:9])=[O:6].[OH:14][C:15]1[CH:22]=[C:21]([OH:23])[CH:20]=[CH:19][C:16]=1[CH:17]=O. Given the product [OH:23][C:21]1[CH:22]=[C:15]2[C:16]([CH:17]=[C:2](/[CH:3]=[CH:4]/[C:5]([O:7][CH2:8][CH3:9])=[O:6])[C:1](=[O:10])[O:14]2)=[CH:19][CH:20]=1, predict the reactants needed to synthesize it. (3) The reactants are: [H-].[Na+].[C:3]1([C:20]2[CH:25]=[CH:24][CH:23]=[CH:22][CH:21]=2)[CH:8]=[CH:7][C:6]([C@@H:9]2[CH2:11][C@H:10]2[NH:12][C:13](=[O:19])[O:14][C:15]([CH3:18])([CH3:17])[CH3:16])=[CH:5][CH:4]=1.Cl[CH2:27][C:28]([N:30]1[CH2:35][CH2:34][N:33]([CH3:36])[CH2:32][CH2:31]1)=[O:29]. Given the product [C:3]1([C:20]2[CH:21]=[CH:22][CH:23]=[CH:24][CH:25]=2)[CH:8]=[CH:7][C:6]([C@@H:9]2[CH2:11][C@H:10]2[N:12]([CH2:27][C:28]([N:30]2[CH2:35][CH2:34][N:33]([CH3:36])[CH2:32][CH2:31]2)=[O:29])[C:13](=[O:19])[O:14][C:15]([CH3:18])([CH3:17])[CH3:16])=[CH:5][CH:4]=1, predict the reactants needed to synthesize it. (4) Given the product [NH2:33][C:15]1([CH2:24][OH:26])[C:4]2[C:5](=[N:6][CH:7]=[C:2]([Br:1])[CH:3]=2)[O:8][C:9]2[C:14]1=[CH:13][C:12]([I:17])=[CH:11][CH:10]=2, predict the reactants needed to synthesize it. The reactants are: [Br:1][C:2]1[CH:3]=[C:4]2[C:15](=O)[C:14]3[C:9](=[CH:10][CH:11]=[C:12]([I:17])[CH:13]=3)[O:8][C:5]2=[N:6][CH:7]=1.[I-].C[S+](C)C.C[C:24](C)([O-:26])C.[Li+].C[Si]([N:33]=[N+]=[N-])(C)C.[H-].[H-].[H-].[H-].[Li+].[Al+3].O.O.O.O.O.O.O.O.O.O.S([O-])([O-])(=O)=O.[Na+].[Na+]. (5) Given the product [Cl:28][C:25]1[CH:24]=[CH:23][C:22]([C:19](=[CH:20][OH:21])[C:18]([NH:17][CH2:16][CH2:15][C:12]2[CH:13]=[CH:14][C:9]([OH:8])=[C:10]([O:30][CH3:31])[CH:11]=2)=[O:29])=[CH:27][CH:26]=1, predict the reactants needed to synthesize it. The reactants are: C([O:8][C:9]1[CH:14]=[CH:13][C:12]([CH2:15][CH2:16][NH:17][C:18](=[O:29])[C:19]([C:22]2[CH:27]=[CH:26][C:25]([Cl:28])=[CH:24][CH:23]=2)=[CH:20][OH:21])=[CH:11][C:10]=1[O:30][CH3:31])C1C=CC=CC=1.Br.C(O)(=O)C. (6) Given the product [CH2:12]([O:20][C:21]([C@:23]1([NH2:28])[CH2:27][CH2:26][O:25][CH2:24]1)=[O:22])[CH2:13][C:14]1[CH:15]=[CH:16][CH:17]=[CH:18][CH:19]=1, predict the reactants needed to synthesize it. The reactants are: O[C@@H](C1C=CC=CC=1)C(O)=O.[CH2:12]([O:20][C:21]([C@:23]1([NH2:28])[CH2:27][CH2:26][O:25][CH2:24]1)=[O:22])[CH2:13][C:14]1[CH:19]=[CH:18][CH:17]=[CH:16][CH:15]=1.C(=O)([O-])O.[Na+].